Task: Predict the product of the given reaction.. Dataset: Forward reaction prediction with 1.9M reactions from USPTO patents (1976-2016) (1) Given the reactants [C:1]([NH:4][C:5]1[CH:17]=[CH:16][C:8]([O:9][CH2:10][C:11]([O:13]CC)=[O:12])=[CH:7][CH:6]=1)(=[O:3])[CH3:2].[OH-].[Na+], predict the reaction product. The product is: [C:1]([NH:4][C:5]1[CH:17]=[CH:16][C:8]([O:9][CH2:10][C:11]([OH:13])=[O:12])=[CH:7][CH:6]=1)(=[O:3])[CH3:2]. (2) Given the reactants [CH3:1][O:2][C:3]1[C:4]([I:32])=[C:5]2[C:15]3[C:10](=[CH:11][N:12]=[C:13]([C:16]4[CH:17]=[N:18][CH:19]=[CH:20][CH:21]=4)[CH:14]=3)[N:9](S(C3C=CC(C)=CC=3)(=O)=O)[C:6]2=[N:7][CH:8]=1.CO.[OH-].[Li+].Cl, predict the reaction product. The product is: [CH3:1][O:2][C:3]1[C:4]([I:32])=[C:5]2[C:15]3[C:10](=[CH:11][N:12]=[C:13]([C:16]4[CH:17]=[N:18][CH:19]=[CH:20][CH:21]=4)[CH:14]=3)[NH:9][C:6]2=[N:7][CH:8]=1. (3) Given the reactants [F:1][CH:2]([CH3:11])[C:3](=O)[CH2:4][C:5]([O:7]CC)=O.Cl.[C:13](=[NH:18])([NH2:17])[CH2:14][CH2:15][CH3:16].C[O-].[Na+], predict the reaction product. The product is: [F:1][CH:2]([C:3]1[N:17]=[C:13]([CH2:14][CH2:15][CH3:16])[NH:18][C:5](=[O:7])[CH:4]=1)[CH3:11]. (4) Given the reactants [NH2:1][C:2]1[CH:32]=[C:5]2[N:6]=[C:7]([CH3:31])[C:8]([C@H:22]([O:26][C:27]([CH3:30])([CH3:29])[CH3:28])[C:23]([OH:25])=[O:24])=[C:9]([C:10]3[C:11]([CH3:21])=[C:12]4[C:17](=[C:18]([F:20])[CH:19]=3)[O:16][CH2:15][CH2:14][CH2:13]4)[N:4]2[N:3]=1.NC1C=C2N=C(C)C(C(OC(C)(C)C)C(O)=O)=C(C3[C:43]([CH3:53])=[C:44]4[C:49](=[C:50](F)C=3)[O:48][CH2:47][CH2:46][CH2:45]4)N2N=1.C1(CCC(Cl)=O)CCCC1.CCN(C(C)C)C(C)C, predict the reaction product. The product is: [C:27]([O:26][C@@H:22]([C:8]1[C:7]([CH3:31])=[N:6][C:5]2[N:4]([N:3]=[C:2]([NH:1][C:47](=[O:48])[CH2:46][CH2:45][CH:44]3[CH2:43][CH2:53][CH2:50][CH2:49]3)[CH:32]=2)[C:9]=1[C:10]1[C:11]([CH3:21])=[C:12]2[C:17](=[C:18]([F:20])[CH:19]=1)[O:16][CH2:15][CH2:14][CH2:13]2)[C:23]([OH:25])=[O:24])([CH3:28])([CH3:29])[CH3:30]. (5) Given the reactants [Cl:1][C:2]1[CH:3]=[CH:4][C:5]([CH3:28])=[C:6]([C@H:8]([O:20][CH2:21][CH2:22][NH:23][C:24]([O:26][CH3:27])=[O:25])[C:9]2[CH:10]=[C:11]([CH:17]=[CH:18][CH:19]=2)[C:12]([O:14]CC)=[O:13])[CH:7]=1.[Li+].[OH-], predict the reaction product. The product is: [Cl:1][C:2]1[CH:3]=[CH:4][C:5]([CH3:28])=[C:6]([C@H:8]([O:20][CH2:21][CH2:22][NH:23][C:24]([O:26][CH3:27])=[O:25])[C:9]2[CH:10]=[C:11]([CH:17]=[CH:18][CH:19]=2)[C:12]([OH:14])=[O:13])[CH:7]=1. (6) Given the reactants [CH3:1][S:2]([C:5]1[CH:23]=[CH:22][C:8]([CH:9]=[C:10]2[C:19]3[C:14](=[CH:15][CH:16]=[CH:17][CH:18]=3)[CH2:13][CH2:12]/[C:11]/2=[N:20]\[OH:21])=[CH:7][CH:6]=1)(=[O:4])=[O:3].[C:24](Br)(=[O:26])[CH3:25].C(N(CC)CC)C, predict the reaction product. The product is: [C:24]([O:21]/[N:20]=[C:11]1/[C:10](=[CH:9][C:8]2[CH:7]=[CH:6][C:5]([S:2]([CH3:1])(=[O:4])=[O:3])=[CH:23][CH:22]=2)[C:19]2[C:14]([CH2:13][CH2:12]/1)=[CH:15][CH:16]=[CH:17][CH:18]=2)(=[O:26])[CH3:25].